This data is from NCI-60 drug combinations with 297,098 pairs across 59 cell lines. The task is: Regression. Given two drug SMILES strings and cell line genomic features, predict the synergy score measuring deviation from expected non-interaction effect. Drug 1: CC1=C(C=C(C=C1)NC2=NC=CC(=N2)N(C)C3=CC4=NN(C(=C4C=C3)C)C)S(=O)(=O)N.Cl. Drug 2: CC1C(C(CC(O1)OC2CC(CC3=C2C(=C4C(=C3O)C(=O)C5=C(C4=O)C(=CC=C5)OC)O)(C(=O)C)O)N)O.Cl. Cell line: PC-3. Synergy scores: CSS=18.1, Synergy_ZIP=0.425, Synergy_Bliss=7.13, Synergy_Loewe=-4.82, Synergy_HSA=7.75.